From a dataset of Forward reaction prediction with 1.9M reactions from USPTO patents (1976-2016). Predict the product of the given reaction. Given the reactants [F:1][C:2]1[CH:3]=[C:4]([NH:14][C:15]([N:17]2[CH2:22][CH2:21][N:20]([C:23](=[O:31])[C:24]3[CH:29]=[CH:28][CH:27]=[C:26]([F:30])[CH:25]=3)[CH2:19][CH2:18]2)=[O:16])[CH:5]=[CH:6][C:7]=1[N:8]1[CH2:13][CH2:12][NH:11][CH2:10][CH2:9]1.N1C=CC=CC=1.Cl[C:39]([O:41][C:42]1[CH:47]=[CH:46][C:45]([N+:48]([O-:50])=[O:49])=[CH:44][CH:43]=1)=[O:40], predict the reaction product. The product is: [N+:48]([C:45]1[CH:44]=[CH:43][C:42]([O:41][C:39]([N:11]2[CH2:10][CH2:9][N:8]([C:7]3[CH:6]=[CH:5][C:4]([NH:14][C:15]([N:17]4[CH2:18][CH2:19][N:20]([C:23](=[O:31])[C:24]5[CH:29]=[CH:28][CH:27]=[C:26]([F:30])[CH:25]=5)[CH2:21][CH2:22]4)=[O:16])=[CH:3][C:2]=3[F:1])[CH2:13][CH2:12]2)=[O:40])=[CH:47][CH:46]=1)([O-:50])=[O:49].